Dataset: Full USPTO retrosynthesis dataset with 1.9M reactions from patents (1976-2016). Task: Predict the reactants needed to synthesize the given product. (1) Given the product [Cl:1][C:2]1[C:3](/[C:9](=[N:24]\[O:25][CH:26]([CH3:28])[CH3:27])/[CH2:10][NH:11][C:12](=[O:23])[C:13]2[CH:18]=[CH:17][CH:16]=[CH:15][C:14]=2[C:19]([F:21])([F:20])[F:22])=[N:4][CH:5]=[C:6]([Cl:8])[CH:7]=1, predict the reactants needed to synthesize it. The reactants are: [Cl:1][C:2]1[C:3](/[C:9](=[N:24]/[O:25][CH:26]([CH3:28])[CH3:27])/[CH2:10][NH:11][C:12](=[O:23])[C:13]2[CH:18]=[CH:17][CH:16]=[CH:15][C:14]=2[C:19]([F:22])([F:21])[F:20])=[N:4][CH:5]=[C:6]([Cl:8])[CH:7]=1.C(C1C=CC=CC=1)(=O)C1C=CC=CC=1. (2) Given the product [O:15]1[CH2:20][CH2:19][CH:18]([NH:21][C:12]([C:4]2[C:3]3[C:7](=[C:8]([CH3:11])[CH:9]=[CH:10][C:2]=3[F:1])[NH:6][CH:5]=2)=[O:14])[CH2:17][CH2:16]1, predict the reactants needed to synthesize it. The reactants are: [F:1][C:2]1[CH:10]=[CH:9][C:8]([CH3:11])=[C:7]2[C:3]=1[C:4]([C:12]([OH:14])=O)=[CH:5][NH:6]2.[O:15]1[CH2:20][CH2:19][CH:18]([NH2:21])[CH2:17][CH2:16]1. (3) Given the product [CH2:21]([C@:16]1([OH:23])[C:15]2[CH:14]=[CH:13][NH:12][CH2:11][C:10]=2[CH2:9][O:19][CH2:18][CH2:17]1)[CH3:22], predict the reactants needed to synthesize it. The reactants are: C(O[CH2:9][C:10]1[C:11](OC)=[N:12][CH:13]=[CH:14][C:15]=1[C@@:16]([OH:23])([CH2:21][CH3:22])[CH2:17][C:18](O)=[O:19])C1C=CC=CC=1.Br. (4) Given the product [O:28]1[CH2:33][CH2:32][CH2:31][CH2:30][CH:29]1[O:34][C:35]1[CH:36]=[C:37]([C:41]23[CH2:48][CH2:47][C:44]([CH2:49][CH2:50][C:51]#[N:27])([CH2:45][CH2:46]2)[CH2:43][O:42]3)[CH:38]=[CH:39][CH:40]=1, predict the reactants needed to synthesize it. The reactants are: O1CCCCC1OC1C=C(C23CCC(CCCCC#[N:27])(CC2)CO3)C=CC=1.[O:28]1[CH2:33][CH2:32][CH2:31][CH2:30][CH:29]1[O:34][C:35]1[CH:36]=[C:37]([C:41]23[CH2:48][CH2:47][C:44]([CH2:49][CH2:50][CH2:51]CO)([CH2:45][CH2:46]2)[CH2:43][O:42]3)[CH:38]=[CH:39][CH:40]=1.O1CCCCC1OC1C=C(C23CCC(CCO)(CC2)CO3)C=CC=1. (5) Given the product [CH2:8]([N:7]1[C:2]2[N:1]=[CH:15][N:14]([CH3:16])[C:3]=2[C:4](=[O:13])[NH:5][C:6]1=[S:12])[CH:9]([CH3:11])[CH3:10], predict the reactants needed to synthesize it. The reactants are: [NH2:1][C:2]1[N:7]([CH2:8][CH:9]([CH3:11])[CH3:10])[C:6](=[S:12])[NH:5][C:4](=[O:13])[C:3]=1[NH:14][CH3:15].[CH:16](O)=O. (6) Given the product [C:1]([O:5][C:6](=[O:22])[NH:7][C:8]1[CH:13]=[CH:12][C:11]([C:14]2[CH:19]=[CH:18][CH:17]=[CH:16][C:15]=2[F:20])=[CH:10][C:9]=1[NH:21][C:28](=[O:27])[CH2:29][C:30]([C:32]1[CH:37]=[CH:36][CH:35]=[C:34]([C:38]2[N:39]=[N:40][C:41]([O:44][CH3:45])=[CH:42][CH:43]=2)[CH:33]=1)=[O:31])([CH3:4])([CH3:2])[CH3:3], predict the reactants needed to synthesize it. The reactants are: [C:1]([O:5][C:6](=[O:22])[NH:7][C:8]1[CH:13]=[CH:12][C:11]([C:14]2[CH:19]=[CH:18][CH:17]=[CH:16][C:15]=2[F:20])=[CH:10][C:9]=1[NH2:21])([CH3:4])([CH3:3])[CH3:2].C([O:27][C:28](=O)[CH2:29][C:30]([C:32]1[CH:37]=[CH:36][CH:35]=[C:34]([C:38]2[N:39]=[N:40][C:41]([O:44][CH3:45])=[CH:42][CH:43]=2)[CH:33]=1)=[O:31])(C)(C)C.